Dataset: Peptide-MHC class II binding affinity with 134,281 pairs from IEDB. Task: Regression. Given a peptide amino acid sequence and an MHC pseudo amino acid sequence, predict their binding affinity value. This is MHC class II binding data. (1) The peptide sequence is IGSYVAFLSQTFAFI. The MHC is HLA-DQA10102-DQB10602 with pseudo-sequence HLA-DQA10102-DQB10602. The binding affinity (normalized) is 0.0961. (2) The peptide sequence is ALEDDLLNRNNSFKP. The MHC is DRB1_0401 with pseudo-sequence DRB1_0401. The binding affinity (normalized) is 0.0858.